From a dataset of Catalyst prediction with 721,799 reactions and 888 catalyst types from USPTO. Predict which catalyst facilitates the given reaction. (1) Reactant: [CH:1]1([NH:7][C:8]2[CH:17]=[C:16]3[C:11]([C:12](=[O:32])[C:13]([C:23]([NH:25][CH2:26][C:27]([O:29]CC)=[O:28])=[O:24])=[CH:14][N:15]3[CH:18]3[CH2:22][CH2:21][CH2:20][CH2:19]3)=[CH:10][C:9]=2[F:33])[CH2:6][CH2:5][CH2:4][CH2:3][CH2:2]1.[OH-].[Na+].O.Cl. Product: [CH:1]1([NH:7][C:8]2[CH:17]=[C:16]3[C:11]([C:12](=[O:32])[C:13]([C:23]([NH:25][CH2:26][C:27]([OH:29])=[O:28])=[O:24])=[CH:14][N:15]3[CH:18]3[CH2:22][CH2:21][CH2:20][CH2:19]3)=[CH:10][C:9]=2[F:33])[CH2:6][CH2:5][CH2:4][CH2:3][CH2:2]1. The catalyst class is: 14. (2) Reactant: [Br:1][C:2]1[CH:7]=[CH:6][C:5]([CH:8]([CH3:12])[C:9](O)=[O:10])=[CH:4][CH:3]=1.CN(C)C=O.C(Cl)(=O)C([Cl:21])=O. Product: [Br:1][C:2]1[CH:7]=[CH:6][C:5]([CH:8]([CH3:12])[C:9]([Cl:21])=[O:10])=[CH:4][CH:3]=1. The catalyst class is: 4. (3) Reactant: Br[C:2]1[CH:3]=[N:4][C:5]([O:8][CH2:9][CH2:10][O:11][C:12]2[C:16]([C:17]3[CH:22]=[CH:21][C:20]([CH3:23])=[CH:19][CH:18]=3)=[C:15]([NH:24][S:25]([C:28]3[CH:33]=[CH:32][C:31]([C:34]([CH3:37])([CH3:36])[CH3:35])=[CH:30][CH:29]=3)(=[O:27])=[O:26])[N:14]([CH3:38])[N:13]=2)=[N:6][CH:7]=1.[H-].[Na+].CC(N(C)C)=O.C([Li])CCC. Product: [CH3:38][N:14]1[C:15]([NH:24][S:25]([C:28]2[CH:33]=[CH:32][C:31]([C:34]([CH3:36])([CH3:37])[CH3:35])=[CH:30][CH:29]=2)(=[O:27])=[O:26])=[C:16]([C:17]2[CH:22]=[CH:21][C:20]([CH3:23])=[CH:19][CH:18]=2)[C:12]([O:11][CH2:10][CH2:9][O:8][C:5]2[N:4]=[CH:3][CH:2]=[CH:7][N:6]=2)=[N:13]1. The catalyst class is: 7. (4) Reactant: [C:1]([C:3]1[CH:4]=[C:5]([C:13]2[O:17][N:16]=[C:15]([C:18]3[CH:41]=[CH:40][C:21]4[CH2:22][CH2:23][N:24]([C:27](=[O:39])[C:28]([NH:31]C(=O)OC(C)(C)C)([CH3:30])[CH3:29])[CH2:25][CH2:26][C:20]=4[CH:19]=3)[N:14]=2)[CH:6]=[CH:7][C:8]=1[O:9][CH:10]([CH3:12])[CH3:11])#[N:2].FC(F)(F)C(O)=O. Product: [CH3:30][C:28]([C:27]([N:24]1[CH2:23][CH2:22][C:21]2[CH:40]=[CH:41][C:18]([C:15]3[N:14]=[C:13]([C:5]4[CH:6]=[CH:7][C:8]([O:9][CH:10]([CH3:12])[CH3:11])=[C:3]([CH:4]=4)[C:1]#[N:2])[O:17][N:16]=3)=[CH:19][C:20]=2[CH2:26][CH2:25]1)=[O:39])([CH3:29])[NH2:31]. The catalyst class is: 2. (5) Reactant: [F:1][C:2]1[C:3]([C:24]2[CH:29]=[CH:28][N:27]=[C:26]([C:30]([F:33])([F:32])[F:31])[CH:25]=2)=[N:4][CH:5]=[C:6]([CH2:8][NH:9][C:10](=[O:23])[C:11]2[CH:16]=[CH:15][C:14]([N:17]3[CH2:22][CH2:21][NH:20][CH2:19][CH2:18]3)=[N:13][CH:12]=2)[CH:7]=1.CCN(C(C)C)C(C)C.[C:43](Cl)(=[O:45])[CH3:44]. Product: [C:43]([N:20]1[CH2:21][CH2:22][N:17]([C:14]2[CH:15]=[CH:16][C:11]([C:10]([NH:9][CH2:8][C:6]3[CH:7]=[C:2]([F:1])[C:3]([C:24]4[CH:29]=[CH:28][N:27]=[C:26]([C:30]([F:33])([F:31])[F:32])[CH:25]=4)=[N:4][CH:5]=3)=[O:23])=[CH:12][N:13]=2)[CH2:18][CH2:19]1)(=[O:45])[CH3:44]. The catalyst class is: 124.